This data is from Full USPTO retrosynthesis dataset with 1.9M reactions from patents (1976-2016). The task is: Predict the reactants needed to synthesize the given product. (1) Given the product [F:1][C:2]1[CH:3]=[C:4]([CH:5]=[CH:6][C:7]=1[O:8][C:9]1[CH:14]=[N:13][C:12]([C:15]([F:17])([F:18])[F:16])=[N:11][CH:10]=1)[CH2:19][O:20][C:22]1[CH:33]=[C:26]2[N:27]([CH3:32])[C@H:28]([CH3:31])[CH2:29][CH2:30][N:25]2[C:24](=[O:34])[N:23]=1, predict the reactants needed to synthesize it. The reactants are: [F:1][C:2]1[CH:3]=[C:4]([CH2:19][OH:20])[CH:5]=[CH:6][C:7]=1[O:8][C:9]1[CH:10]=[N:11][C:12]([C:15]([F:18])([F:17])[F:16])=[N:13][CH:14]=1.Cl[C:22]1[CH:33]=[C:26]2[N:27]([CH3:32])[C@H:28]([CH3:31])[CH2:29][CH2:30][N:25]2[C:24](=[O:34])[N:23]=1. (2) Given the product [F:1][C:2]1[C:3]([OH:26])=[CH:4][CH:5]=[C:6]([F:25])[C:7]=1[C:8]([C:9]1[C:28]2[N:29]=[C:15]([C:18]3[CH:19]=[N:20][CH:21]=[CH:22][CH:23]=3)[CH:16]=[CH:17][C:12]=2[NH:11][CH:10]=1)=[O:24], predict the reactants needed to synthesize it. The reactants are: [F:1][C:2]1[C:7]([CH:8]([OH:24])[C:9]2[C:17]3[C:12](=NC=[C:15]([C:18]4[CH:19]=[N:20][CH:21]=[CH:22][CH:23]=4)[CH:16]=3)[NH:11][CH:10]=2)=[C:6]([F:25])[CH:5]=[CH:4][C:3]=1[OH:26].O.[CH3:28][N:29](C)C=O. (3) Given the product [Br:13][C:12]1[C:7]([NH:6][C@H:4]([CH3:3])[C:24]([CH3:25])([OH:23])[CH3:16])=[N:8][C:9]([Cl:14])=[N:10][CH:11]=1, predict the reactants needed to synthesize it. The reactants are: CO[C:3](=O)[C@H:4]([NH:6][C:7]1[C:12]([Br:13])=[CH:11][N:10]=[C:9]([Cl:14])[N:8]=1)C.[CH3:16][Mg]Br.[Cl-].[NH4+].C([O:23][CH2:24][CH3:25])C.